This data is from Full USPTO retrosynthesis dataset with 1.9M reactions from patents (1976-2016). The task is: Predict the reactants needed to synthesize the given product. (1) Given the product [NH2:64][C:63]1[N:59]([CH3:58])[N+:60]([CH2:18][C:15]2[CH2:16][S:17][C@@H:12]3[C@H:11]([NH:10][C:8](=[O:9])/[C:7](/[C:4]4[N:3]=[C:2]([NH2:1])[S:6][N:5]=4)=[N:38]\[O:39][C:40]([C:43]([OH:45])=[O:44])([CH3:42])[CH3:41])[C:36](=[O:37])[N:13]3[C:14]=2[C:20]([O-:22])=[O:21])=[CH:61][C:62]=1[NH:84][C:85]([N:87]1[CH2:91][CH2:90][C@H:89]([NH2:92])[CH2:88]1)=[O:86], predict the reactants needed to synthesize it. The reactants are: [NH2:1][C:2]1[S:6][N:5]=[C:4](/[C:7](=[N:38]/[O:39][C:40]([C:43]([O:45]C(C)(C)C)=[O:44])([CH3:42])[CH3:41])/[C:8]([NH:10][C@@H:11]2[C:36](=[O:37])[N:13]3[C:14]([C:20]([O:22]C(C4C=CC=CC=4)C4C=CC=CC=4)=[O:21])=[C:15]([CH2:18]I)[CH2:16][S:17][C@H:12]23)=[O:9])[N:3]=1.C[Si](C)(C)NC(=O)C.[CH3:58][N:59]1[C:63]([NH:64]C(C2C=CC=CC=2)(C2C=CC=CC=2)C2C=CC=CC=2)=[C:62]([NH:84][C:85]([N:87]2[CH2:91][CH2:90][C@H:89]([NH:92]C(=O)OC(C)(C)C)[CH2:88]2)=[O:86])[CH:61]=[N:60]1.C(OCC)(=O)C. (2) The reactants are: [F:1][C:2]([F:14])([F:13])[O:3][C:4]1[CH:9]=[CH:8][C:7]([N:10]=[C:11]=[O:12])=[CH:6][CH:5]=1.C(OC1C=CC([NH:26][CH2:27][C:28]2[CH:41]=[CH:40][C:31]([C:32]([NH:34][CH2:35][CH2:36][C:37]([OH:39])=[O:38])=[O:33])=[CH:30][CH:29]=2)=CC=1)CCC.Cl[CH:43](Cl)[CH3:44]. Given the product [CH2:32]([O:33][C:43]1[CH:44]=[CH:40][C:41]([CH:27]([NH:26][C:11]([NH:10][C:7]2[CH:6]=[CH:5][C:4]([O:3][C:2]([F:13])([F:14])[F:1])=[CH:9][CH:8]=2)=[O:12])[C:28]2[CH:29]=[CH:30][C:31]([C:32]([NH:34][CH2:35][CH2:36][C:37]([OH:39])=[O:38])=[O:33])=[CH:40][CH:41]=2)=[CH:28][CH:27]=1)[CH2:31][CH2:30][CH3:29], predict the reactants needed to synthesize it. (3) Given the product [NH2:19][C:20]1[N:25]=[C:24]([C:5]2[CH:6]=[CH:7][C:2]([Cl:1])=[C:3]([F:18])[C:4]=2[F:17])[N:23]=[C:22]([C:27]([O:29][CH3:30])=[O:28])[CH:21]=1, predict the reactants needed to synthesize it. The reactants are: [Cl:1][C:2]1[CH:7]=[CH:6][C:5](B2OC(C)(C)C(C)(C)O2)=[C:4]([F:17])[C:3]=1[F:18].[NH2:19][C:20]1[N:25]=[C:24](Cl)[N:23]=[C:22]([C:27]([O:29][CH3:30])=[O:28])[CH:21]=1.[F-].[Cs+].P(C1C=C(S([O-])(=O)=O)C=CC=1)(C1C=C(S([O-])(=O)=O)C=CC=1)C1C=C(S([O-])(=O)=O)C=CC=1.[Na+].[Na+].[Na+]. (4) Given the product [CH3:26][C@@H:27]1[CH2:31][O:30][C:29](=[O:32])[N:28]1[C:2]1[CH:7]=[CH:6][C:5]([C:8]([N:10]2[CH2:15][CH2:14][N:13]([C:16]3[C:21]([CH3:22])=[CH:20][C:19]([CH3:23])=[C:18]([CH3:24])[N:17]=3)[CH2:12][CH2:11]2)=[O:9])=[C:4]([CH3:25])[CH:3]=1, predict the reactants needed to synthesize it. The reactants are: Br[C:2]1[CH:7]=[CH:6][C:5]([C:8]([N:10]2[CH2:15][CH2:14][N:13]([C:16]3[C:21]([CH3:22])=[CH:20][C:19]([CH3:23])=[C:18]([CH3:24])[N:17]=3)[CH2:12][CH2:11]2)=[O:9])=[C:4]([CH3:25])[CH:3]=1.[CH3:26][C@@H:27]1[CH2:31][O:30][C:29](=[O:32])[NH:28]1. (5) The reactants are: [CH2:1]([N:8]([CH2:21][C:22]1[CH:39]=[CH:38][C:25]([O:26][C:27]2[CH:32]=[CH:31][C:30]([CH2:33][CH2:34][C:35](O)=[O:36])=[CH:29][CH:28]=2)=[CH:24][CH:23]=1)[C:9]1[CH:14]=[CH:13][CH:12]=[C:11]([NH:15][S:16]([CH3:19])(=[O:18])=[O:17])[C:10]=1[CH3:20])[C:2]1[CH:7]=[CH:6][CH:5]=[CH:4][CH:3]=1.[NH2:40][CH2:41][CH2:42][CH2:43][N:44]1[CH2:48][CH2:47][CH2:46][C:45]1=[O:49]. Given the product [CH2:1]([N:8]([CH2:21][C:22]1[CH:23]=[CH:24][C:25]([O:26][C:27]2[CH:28]=[CH:29][C:30]([CH2:33][CH2:34][C:35]([NH:40][CH2:41][CH2:42][CH2:43][N:44]3[CH2:48][CH2:47][CH2:46][C:45]3=[O:49])=[O:36])=[CH:31][CH:32]=2)=[CH:38][CH:39]=1)[C:9]1[CH:14]=[CH:13][CH:12]=[C:11]([NH:15][S:16]([CH3:19])(=[O:17])=[O:18])[C:10]=1[CH3:20])[C:2]1[CH:3]=[CH:4][CH:5]=[CH:6][CH:7]=1, predict the reactants needed to synthesize it.